From a dataset of Full USPTO retrosynthesis dataset with 1.9M reactions from patents (1976-2016). Predict the reactants needed to synthesize the given product. (1) Given the product [CH3:9][S:8][C:4]1[N:3]=[C:2]([CH2:1][C:23]([C:22]2[CH:21]=[CH:20][C:19]([NH:18][C:16](=[O:17])[C:10]3[CH:11]=[CH:12][CH:13]=[CH:14][CH:15]=3)=[CH:29][CH:28]=2)=[O:24])[CH:7]=[CH:6][N:5]=1, predict the reactants needed to synthesize it. The reactants are: [CH3:1][C:2]1[CH:7]=[CH:6][N:5]=[C:4]([S:8][CH3:9])[N:3]=1.[C:10]1([C:16]([NH:18][C:19]2[CH:29]=[CH:28][C:22]([C:23](OCC)=[O:24])=[CH:21][CH:20]=2)=[O:17])[CH:15]=[CH:14][CH:13]=[CH:12][CH:11]=1. (2) Given the product [Cl:9][C:8]1[CH:7]=[CH:6][CH:5]=[C:4]([CH2:10][N:11]([CH2:14][CH3:15])[CH2:12][CH3:13])[C:3]=1[CH2:2][S:23][C:21]1[N:20]=[C:19]([OH:24])[CH:18]=[C:17]([CH3:16])[N:22]=1, predict the reactants needed to synthesize it. The reactants are: Br[CH2:2][C:3]1[C:8]([Cl:9])=[CH:7][CH:6]=[CH:5][C:4]=1[CH2:10][N:11]([CH2:14][CH3:15])[CH2:12][CH3:13].[CH3:16][C:17]1[N:22]=[C:21]([SH:23])[N:20]=[C:19]([OH:24])[CH:18]=1.C(N(CC)CC)C. (3) Given the product [Cl:1][C:2]1[C:7]([CH2:8][NH:13][CH2:11][CH3:12])=[CH:6][C:5]([CH3:10])=[CH:4][N:3]=1, predict the reactants needed to synthesize it. The reactants are: [Cl:1][C:2]1[C:7]([CH:8]=O)=[CH:6][C:5]([CH3:10])=[CH:4][N:3]=1.[CH2:11]([NH2:13])[CH3:12].C([BH3-])#N.[Na+].C(O)(=O)C. (4) Given the product [CH3:20][O:21][C:22](=[O:26])[CH2:23][CH2:24][NH:25][C:7](=[O:9])[C:6]1[CH:5]=[CH:4][C:3]([CH:1]=[O:2])=[CH:11][CH:10]=1, predict the reactants needed to synthesize it. The reactants are: [CH:1]([C:3]1[CH:11]=[CH:10][C:6]([C:7]([OH:9])=O)=[CH:5][CH:4]=1)=[O:2].CN1CCOCC1.Cl.[CH3:20][O:21][C:22](=[O:26])[CH2:23][CH2:24][NH2:25].O. (5) Given the product [CH2:17]([O:24][C:47](=[O:32])[NH:44][C:4]1[CH:5]=[C:6]2[C:11](=[CH:12][C:3]=1[O:2][CH3:1])[NH:10][CH:9]=[CH:8][C:7]2=[O:13])[C:18]1[CH:23]=[CH:22][CH:21]=[CH:20][CH:19]=1, predict the reactants needed to synthesize it. The reactants are: [CH3:1][O:2][C:3]1[CH:12]=[C:11]2[C:6]([C:7](=[O:13])[CH:8]=[CH:9][NH:10]2)=[CH:5][C:4]=1C(O)=O.[CH2:17]([OH:24])[C:18]1[CH:23]=[CH:22][CH:21]=[CH:20][CH:19]=1.C1(P(N=[N+]=[N-])(C2C=CC=CC=2)=[O:32])C=CC=CC=1.C([N:44]([CH2:47]C)CC)C. (6) Given the product [C:33]([O:32][C:30](=[O:31])[NH:29][C:14]1([C:17](=[O:28])[NH:18][C:19]2[CH:24]=[CH:23][C:22]([CH:25]([CH3:26])[CH3:27])=[CH:21][CH:20]=2)[CH2:13][CH2:12][NH:11][CH2:16][CH2:15]1)([CH3:35])([CH3:34])[CH3:36], predict the reactants needed to synthesize it. The reactants are: C(OC([N:11]1[CH2:16][CH2:15][C:14]([NH:29][C:30]([O:32][C:33]([CH3:36])([CH3:35])[CH3:34])=[O:31])([C:17](=[O:28])[NH:18][C:19]2[CH:24]=[CH:23][C:22]([CH:25]([CH3:27])[CH3:26])=[CH:21][CH:20]=2)[CH2:13][CH2:12]1)=O)C1C=CC=CC=1. (7) Given the product [CH3:10][O:9][C:8]1[CH:7]=[C:6]2[C:5](=[CH:4][C:3]=1[O:2][CH3:1])[N:11]=[CH:12][CH:13]=[C:18]2[OH:19], predict the reactants needed to synthesize it. The reactants are: [CH3:1][O:2][C:3]1[CH:4]=[C:5]([NH:11][CH:12]=[C:13]2[C:18](=[O:19])OC(C)(C)OC2=O)[CH:6]=[CH:7][C:8]=1[O:9][CH3:10].O(C1C=CC=CC=1)C1C=CC=CC=1.